Dataset: Forward reaction prediction with 1.9M reactions from USPTO patents (1976-2016). Task: Predict the product of the given reaction. (1) Given the reactants [C:1]1([SH:11])[C:10]2[C:5](=[CH:6][CH:7]=[CH:8][CH:9]=2)[CH:4]=[CH:3][CH:2]=1.Br[CH2:13][CH2:14][CH2:15][OH:16], predict the reaction product. The product is: [OH:16][CH2:15][CH2:14][CH2:13][S:11][C:1]1[C:10]2[C:5](=[CH:6][CH:7]=[CH:8][CH:9]=2)[CH:4]=[CH:3][CH:2]=1. (2) The product is: [Cl:11][C:4]1[CH:5]=[C:6]([CH:9]=[CH:10][C:3]=1[CH2:2][NH:18][C:19]1[CH:24]=[CH:23][CH:22]=[CH:21][N:20]=1)[CH:7]=[O:8]. Given the reactants Br[CH2:2][C:3]1[CH:10]=[CH:9][C:6]([CH:7]=[O:8])=[CH:5][C:4]=1[Cl:11].C([O-])([O-])=O.[K+].[K+].[NH2:18][C:19]1[CH:24]=[CH:23][CH:22]=[CH:21][N:20]=1, predict the reaction product. (3) Given the reactants Cl[C:2]1[CH:7]=[C:6]([C:8]([OH:10])=[O:9])[CH:5]=[CH:4][N:3]=1.[NH:11]1[CH2:15][CH2:14][CH2:13][CH2:12]1, predict the reaction product. The product is: [N:11]1([C:2]2[CH:7]=[C:6]([CH:5]=[CH:4][N:3]=2)[C:8]([OH:10])=[O:9])[CH2:15][CH2:14][CH2:13][CH2:12]1. (4) Given the reactants B(Br)(Br)Br.[Cl:5][C:6]1[CH:11]=[CH:10][C:9]([C:12]2[C:18]3[CH:19]=[C:20]([O:23]C)[CH:21]=[CH:22][C:17]=3[CH2:16][CH:15]([CH3:25])[N:14]([C:26]([NH:28][CH3:29])=[O:27])[N:13]=2)=[CH:8][CH:7]=1, predict the reaction product. The product is: [Cl:5][C:6]1[CH:7]=[CH:8][C:9]([C:12]2[C:18]3[CH:19]=[C:20]([OH:23])[CH:21]=[CH:22][C:17]=3[CH2:16][CH:15]([CH3:25])[N:14]([C:26]([NH:28][CH3:29])=[O:27])[N:13]=2)=[CH:10][CH:11]=1. (5) Given the reactants [Cl:1][C:2]1[CH:7]=[CH:6][C:5]([CH2:8]Cl)=[CH:4][N+:3]=1[O-:10].[CH2:11]([NH:13][CH2:14][CH3:15])[CH3:12].C(=O)([O-])[O-].[K+].[K+], predict the reaction product. The product is: [Cl:1][C:2]1[N+:3]([O-:10])=[CH:4][C:5]([CH2:8][N:13]([CH2:14][CH3:15])[CH2:11][CH3:12])=[CH:6][CH:7]=1. (6) Given the reactants [CH2:1]([C:3]1[CH:8]=[CH:7][C:6]([C:9]2[C:18]([C:19]3[CH:24]=[CH:23][C:22]([CH2:25][CH3:26])=[CH:21][CH:20]=3)=[N:17][C:16]3[C:11](=[CH:12][CH:13]=[C:14]([C:27]([OH:29])=O)[CH:15]=3)[N:10]=2)=[CH:5][CH:4]=1)[CH3:2].Cl.[CH3:31][O:32][NH2:33].CCN(CC)CC, predict the reaction product. The product is: [CH2:1]([C:3]1[CH:4]=[CH:5][C:6]([C:9]2[C:18]([C:19]3[CH:20]=[CH:21][C:22]([CH2:25][CH3:26])=[CH:23][CH:24]=3)=[N:17][C:16]3[C:11](=[CH:12][CH:13]=[C:14]([C:27]([NH:33][O:32][CH3:31])=[O:29])[CH:15]=3)[N:10]=2)=[CH:7][CH:8]=1)[CH3:2].